The task is: Predict the product of the given reaction.. This data is from Forward reaction prediction with 1.9M reactions from USPTO patents (1976-2016). (1) Given the reactants [NH:1]1[CH2:6][CH2:5][CH2:4][CH2:3][CH2:2]1.Cl.C(N=C=NCCCN(C)C)C.[CH3:19][O:20][C:21]1[C:22](=[O:43])[C:23]([CH3:42])=[C:24]([CH2:30][C:31]2[CH:32]=[CH:33][C:34]([O:40][CH3:41])=[C:35]([CH:39]=2)[C:36](O)=[O:37])[C:25](=[O:29])[C:26]=1[O:27][CH3:28], predict the reaction product. The product is: [CH3:19][O:20][C:21]1[C:22](=[O:43])[C:23]([CH3:42])=[C:24]([CH2:30][C:31]2[CH:32]=[CH:33][C:34]([O:40][CH3:41])=[C:35]([CH:39]=2)[C:36]([N:1]2[CH2:6][CH2:5][CH2:4][CH2:3][CH2:2]2)=[O:37])[C:25](=[O:29])[C:26]=1[O:27][CH3:28]. (2) Given the reactants [N:1]1[C:8]([NH2:9])=[N:7][C:5]([NH2:6])=[N:4][C:2]=1[NH2:3].[C:10]1(=[O:15])[O:14][CH2:13][CH2:12][O:11]1.[OH-].[Na+].[S:18](=[O:22])(=[O:21])([OH:20])[OH:19], predict the reaction product. The product is: [S:18](=[O:20])(=[O:19])([OH:22])[OH:21].[C:10]1(=[O:15])[O:14][CH2:13][CH2:12][O:11]1.[N:1]1[C:8]([NH2:9])=[N:7][C:5]([NH2:6])=[N:4][C:2]=1[NH2:3]. (3) Given the reactants C[Si](C)(C)N[Si](C)(C)C.[CH2:10]([Li])CCC.[CH3:15][N:16]1[C:21](=[O:22])[CH:20]=[CH:19][C:18]([N:23]2[C:31]3[C:26](=[CH:27][CH:28]=[CH:29][CH:30]=3)[CH2:25][C@H:24]2[C:32]([O:34][CH3:35])=[O:33])=[N:17]1.CI.Cl, predict the reaction product. The product is: [CH3:15][N:16]1[C:21](=[O:22])[CH:20]=[CH:19][C:18]([N:23]2[C:31]3[C:26](=[CH:27][CH:28]=[CH:29][CH:30]=3)[CH2:25][C:24]2([CH3:10])[C:32]([O:34][CH3:35])=[O:33])=[N:17]1. (4) Given the reactants [C:1]([OH:9])(=O)[C:2]1[CH:7]=[CH:6][CH:5]=[CH:4][CH:3]=1.Cl.CN(C)CCCN=C=NCC.O.OC1C2N=NNC=2C=CC=1.[NH2:33][CH2:34][CH2:35][N:36]1[C:44]2[CH:43]=[C:42]3[NH:45][C:46]([C:48]4[C:56]5[C:51](=[CH:52][CH:53]=[CH:54][CH:55]=5)[NH:50][N:49]=4)=[N:47][C:41]3=[CH:40][C:39]=2[C:38]([CH3:58])([CH3:57])[C:37]1=[O:59], predict the reaction product. The product is: [NH:50]1[C:51]2[C:56](=[CH:55][CH:54]=[CH:53][CH:52]=2)[C:48]([C:46]2[NH:45][C:42]3[C:41]([N:47]=2)=[CH:40][C:39]2[C:38]([CH3:57])([CH3:58])[C:37](=[O:59])[N:36]([CH2:35][CH2:34][NH:33][C:1](=[O:9])[C:2]4[CH:3]=[CH:4][CH:5]=[CH:6][CH:7]=4)[C:44]=2[CH:43]=3)=[N:49]1. (5) Given the reactants [CH:1]1[C:6]2[CH2:7][CH2:8][CH2:9][C:5]=2[CH:4]=[C:3]([C:10]([O:12][CH2:13][CH3:14])=[O:11])[N:2]=1.C1C=C(Cl)C=C(C(OO)=[O:23])C=1, predict the reaction product. The product is: [CH2:13]([O:12][C:10]([C:3]1[N+:2]([O-:23])=[CH:1][C:6]2[CH2:7][CH2:8][CH2:9][C:5]=2[CH:4]=1)=[O:11])[CH3:14]. (6) Given the reactants [Cl:1][C:2]1[CH:3]=[C:4](B(O)O)[CH:5]=[CH:6][CH:7]=1.[NH2:11][C:12]1[N:13]=[C:14]([N:23]2[CH2:28][CH2:27][N:26]([C:29](=[O:39])[CH2:30][O:31][C:32]3[CH:37]=[CH:36][C:35]([Cl:38])=[CH:34][CH:33]=3)[CH2:25][CH2:24]2)[C:15]2[N:21]=[C:20](Cl)[CH:19]=[CH:18][C:16]=2[N:17]=1, predict the reaction product. The product is: [NH2:11][C:12]1[N:13]=[C:14]([N:23]2[CH2:24][CH2:25][N:26]([C:29](=[O:39])[CH2:30][O:31][C:32]3[CH:37]=[CH:36][C:35]([Cl:38])=[CH:34][CH:33]=3)[CH2:27][CH2:28]2)[C:15]2[N:21]=[C:20]([C:4]3[CH:5]=[CH:6][CH:7]=[C:2]([Cl:1])[CH:3]=3)[CH:19]=[CH:18][C:16]=2[N:17]=1. (7) Given the reactants [Br:1][C:2]1[CH:7]=[CH:6][C:5]([OH:8])=[CH:4][CH:3]=1.[Cl:9][C:10]1[CH:11]=[C:12]([CH:15]=[CH:16][C:17]=1[Cl:18])[CH2:13]O.C1(P(C2C=CC=CC=2)C2C=CC=CC=2)C=CC=CC=1.C1(C)C=CC=CC=1.N(C(OCC)=O)=NC(OCC)=O, predict the reaction product. The product is: [Br:1][C:2]1[CH:7]=[CH:6][C:5]([O:8][CH2:13][C:12]2[CH:15]=[CH:16][C:17]([Cl:18])=[C:10]([Cl:9])[CH:11]=2)=[CH:4][CH:3]=1.